Predict the product of the given reaction. From a dataset of Forward reaction prediction with 1.9M reactions from USPTO patents (1976-2016). (1) Given the reactants [CH2:1]([O:3][C:4](=[O:34])[CH2:5][C@@H:6]([C:10]1[CH:15]=[CH:14][C:13]([O:16][CH2:17][C:18]2[CH:19]=[CH:20][C:21]3[N:22]([N:24]=[C:25]([C:27]4[CH:32]=[CH:31][C:30]([OH:33])=[CH:29][CH:28]=4)[N:26]=3)[CH:23]=2)=[CH:12][CH:11]=1)[C:7]#[C:8][CH3:9])[CH3:2].C([O-])([C:37](Cl)([F:39])[F:38])=O.[Na+].C(=O)([O-])[O-].[Cs+].[Cs+], predict the reaction product. The product is: [CH2:1]([O:3][C:4](=[O:34])[CH2:5][C@@H:6]([C:10]1[CH:15]=[CH:14][C:13]([O:16][CH2:17][C:18]2[CH:19]=[CH:20][C:21]3[N:22]([N:24]=[C:25]([C:27]4[CH:28]=[CH:29][C:30]([O:33][CH:37]([F:39])[F:38])=[CH:31][CH:32]=4)[N:26]=3)[CH:23]=2)=[CH:12][CH:11]=1)[C:7]#[C:8][CH3:9])[CH3:2]. (2) Given the reactants [NH2:1][CH2:2][CH:3]([OH:5])[CH3:4].[CH3:6][C:7]([O:10][C:11](O[C:11]([O:10][C:7]([CH3:9])([CH3:8])[CH3:6])=[O:12])=[O:12])([CH3:9])[CH3:8], predict the reaction product. The product is: [CH3:4][CH:3]([OH:5])[CH2:2][NH:1][C:11]([O:10][C:7]([CH3:9])([CH3:8])[CH3:6])=[O:12]. (3) Given the reactants C[O:2][C:3]1[CH:4]=[CH:5][C:6]2[C:10]([O:11][C:12]3[CH:17]=[CH:16][C:15](/[CH:18]=[CH:19]/[C:20]([O:22]C(C)(C)C)=[O:21])=[CH:14][CH:13]=3)=[C:9]([C:27]3[CH:32]=[CH:31][C:30]([O:33]C)=[CH:29][CH:28]=3)[S:8][C:7]=2[CH:35]=1.B(Br)(Br)Br, predict the reaction product. The product is: [OH:2][C:3]1[CH:4]=[CH:5][C:6]2[C:10]([O:11][C:12]3[CH:17]=[CH:16][C:15](/[CH:18]=[CH:19]/[C:20]([OH:22])=[O:21])=[CH:14][CH:13]=3)=[C:9]([C:27]3[CH:28]=[CH:29][C:30]([OH:33])=[CH:31][CH:32]=3)[S:8][C:7]=2[CH:35]=1. (4) Given the reactants [C:1]1([C@@H:7]([NH:9][OH:10])[CH3:8])[CH:6]=[CH:5][CH:4]=[CH:3][CH:2]=1.[CH:11](OCC(F)(F)F)=[O:12], predict the reaction product. The product is: [OH:10][N:9]([C@H:7]([C:1]1[CH:6]=[CH:5][CH:4]=[CH:3][CH:2]=1)[CH3:8])[CH:11]=[O:12].